This data is from Forward reaction prediction with 1.9M reactions from USPTO patents (1976-2016). The task is: Predict the product of the given reaction. (1) Given the reactants [C:1]1([C:7]2[CH:8]=[C:9]3[C:14](=[N:15][C:16]=2[C:17]2[CH:22]=[CH:21][CH:20]=[CH:19][CH:18]=2)[N+:13]([O-])=[CH:12][CH:11]=[CH:10]3)[CH:6]=[CH:5][CH:4]=[CH:3][CH:2]=1.[C:24]1(C2C(C3C=CC=CC=3)=CC3C(=NC=CC=3)[N+]=2[O-])C=CC=CC=1.C[Mg]Cl, predict the reaction product. The product is: [CH3:24][C:12]1[N:13]=[C:14]2[C:9]([CH:8]=[C:7]([C:1]3[CH:6]=[CH:5][CH:4]=[CH:3][CH:2]=3)[C:16]([C:17]3[CH:22]=[CH:21][CH:20]=[CH:19][CH:18]=3)=[N:15]2)=[CH:10][CH:11]=1. (2) Given the reactants C[O:2][C:3](=[O:15])[C:4]([CH3:14])([CH3:13])[CH2:5][C:6]1[CH:11]=[CH:10][C:9]([Cl:12])=[CH:8][CH:7]=1.[Li+].[OH-], predict the reaction product. The product is: [Cl:12][C:9]1[CH:8]=[CH:7][C:6]([CH2:5][C:4]([CH3:14])([CH3:13])[C:3]([OH:15])=[O:2])=[CH:11][CH:10]=1. (3) The product is: [CH:1]1([CH2:4][O:5][C:6]2[N:11]=[C:10]([C:12]([N:25]3[CH2:26][CH2:27][C:23]([F:28])([F:22])[CH2:24]3)=[O:14])[CH:9]=[N:8][C:7]=2[N:15]2[CH2:18][C:17]([F:20])([F:19])[CH2:16]2)[CH2:2][CH2:3]1. Given the reactants [CH:1]1([CH2:4][O:5][C:6]2[N:11]=[C:10]([C:12]([OH:14])=O)[CH:9]=[N:8][C:7]=2[N:15]2[CH2:18][C:17]([F:20])([F:19])[CH2:16]2)[CH2:3][CH2:2]1.Cl.[F:22][C:23]1([F:28])[CH2:27][CH2:26][NH:25][CH2:24]1, predict the reaction product. (4) Given the reactants [C:1]([O:4][C:5]1[CH:12]=[CH:11][C:10](I)=[CH:9][C:6]=1[CH:7]=[O:8])(=[O:3])[CH3:2].C(N(CC)CC)C.[C:21]([OH:25])(=[O:24])[CH:22]=[CH2:23].C1(C)C=CC=CC=1P(C1C=CC=CC=1C)C1C=CC=CC=1C, predict the reaction product. The product is: [CH:7]([C:6]1[CH:9]=[C:10]([CH:11]=[CH:12][C:5]=1[O:4][C:1](=[O:3])[CH3:2])[CH:23]=[CH:22][C:21]([OH:25])=[O:24])=[O:8]. (5) Given the reactants [CH:1]([O:4][C:5]([C:7]1([C:10]2[CH:15]=[CH:14][C:13]([C:16]3[CH:21]=[CH:20][C:19]([C:22]4[O:26][N:25]=[C:24]([CH3:27])[C:23]=4[C:28]([O:30]C)=[O:29])=[CH:18][CH:17]=3)=[CH:12][CH:11]=2)[CH2:9][CH2:8]1)=[O:6])([CH3:3])C.[OH-].[Na+].[CH2:34]1COCC1, predict the reaction product. The product is: [CH2:1]([O:4][C:5]([C:7]1([C:10]2[CH:15]=[CH:14][C:13]([C:16]3[CH:21]=[CH:20][C:19]([C:22]4[O:26][N:25]=[C:24]([CH3:27])[C:23]=4[C:28]([OH:30])=[O:29])=[CH:18][CH:17]=3)=[CH:12][CH:11]=2)[CH2:8][CH2:9]1)=[O:6])[CH2:3][CH3:34]. (6) Given the reactants [CH2:1]([O:3][C:4](=[O:12])[CH2:5][N:6]1[CH:10]=[C:9](I)[CH:8]=[N:7]1)[CH3:2].[CH3:13][O:14][C:15]1[CH:22]=[CH:21][C:18]([CH2:19][SH:20])=[CH:17][CH:16]=1.CC1(C)C2C(=C(P(C3C=CC=CC=3)C3C=CC=CC=3)C=CC=2)OC2C(P(C3C=CC=CC=3)C3C=CC=CC=3)=CC=CC1=2.CCN(C(C)C)C(C)C, predict the reaction product. The product is: [CH2:1]([O:3][C:4](=[O:12])[CH2:5][N:6]1[CH:10]=[C:9]([S:20][CH2:19][C:18]2[CH:21]=[CH:22][C:15]([O:14][CH3:13])=[CH:16][CH:17]=2)[CH:8]=[N:7]1)[CH3:2].